From a dataset of Forward reaction prediction with 1.9M reactions from USPTO patents (1976-2016). Predict the product of the given reaction. (1) Given the reactants [Cl:1][C:2]1[CH:7]=[CH:6][C:5]([CH2:8][CH2:9][C:10]([OH:12])=[O:11])=[CH:4][CH:3]=1.[Li+].[CH3:14]C([N-]C(C)C)C.CI, predict the reaction product. The product is: [CH3:14][CH:9]([CH2:8][C:5]1[CH:4]=[CH:3][C:2]([Cl:1])=[CH:7][CH:6]=1)[C:10]([OH:12])=[O:11]. (2) Given the reactants [CH2:1]([C@H:8]([CH2:12][C:13]([O:15]C(C)(C)C)=[O:14])[C:9]([OH:11])=O)[C:2]1[CH:7]=[CH:6][CH:5]=[CH:4][CH:3]=1.[CH3:20][N:21]([CH3:41])[C:22]1[CH:27]=[CH:26][C:25]([C:28]2[CH:33]=[CH:32][CH:31]=[CH:30][C:29]=2[C:34]2[N:35]=[C:36]([NH:39][CH3:40])[S:37][CH:38]=2)=[CH:24][CH:23]=1.CN(C)C1C=CC(B2OC(C)(C)C(C)(C)O2)=CC=1, predict the reaction product. The product is: [CH2:1]([C@@H:8]([C:9]([N:39]([C:36]1[S:37][CH:38]=[C:34]([C:29]2[CH:30]=[CH:31][CH:32]=[CH:33][C:28]=2[C:25]2[CH:24]=[CH:23][C:22]([N:21]([CH3:20])[CH3:41])=[CH:27][CH:26]=2)[N:35]=1)[CH3:40])=[O:11])[CH2:12][C:13]([OH:15])=[O:14])[C:2]1[CH:3]=[CH:4][CH:5]=[CH:6][CH:7]=1.